From a dataset of Peptide-MHC class I binding affinity with 185,985 pairs from IEDB/IMGT. Regression. Given a peptide amino acid sequence and an MHC pseudo amino acid sequence, predict their binding affinity value. This is MHC class I binding data. (1) The peptide sequence is ATTFVTPML. The MHC is Mamu-A02 with pseudo-sequence Mamu-A02. The binding affinity (normalized) is 0.810. (2) The peptide sequence is LQPFLQPQL. The MHC is HLA-A02:02 with pseudo-sequence HLA-A02:02. The binding affinity (normalized) is 0.374. (3) The peptide sequence is DIVGGLFTY. The MHC is HLA-A02:50 with pseudo-sequence HLA-A02:50. The binding affinity (normalized) is 0.0847. (4) The peptide sequence is DFIGKTIGF. The MHC is HLA-B15:01 with pseudo-sequence HLA-B15:01. The binding affinity (normalized) is 0.0847. (5) The peptide sequence is STLERTSKASLER. The MHC is HLA-A24:02 with pseudo-sequence HLA-A24:02. The binding affinity (normalized) is 0.